Dataset: Forward reaction prediction with 1.9M reactions from USPTO patents (1976-2016). Task: Predict the product of the given reaction. (1) Given the reactants [Br:1][C:2]1[CH:3]=[C:4]([CH2:10][CH2:11][C:12](Cl)=[O:13])[CH:5]=[CH:6][C:7]=1[O:8][CH3:9].[Cl-].[Al+3].[Cl-].[Cl-].O, predict the reaction product. The product is: [Br:1][C:2]1[CH:3]=[C:4]2[C:5](=[CH:6][C:7]=1[O:8][CH3:9])[C:12](=[O:13])[CH2:11][CH2:10]2. (2) The product is: [OH:11][C@H:10]([CH2:9][OH:8])[CH2:12][O:13][C:14]1[CH:15]=[CH:16][C:17]2[C:29](=[O:30])[C:28]3[C:27]4[C:22](=[CH:23][C:24]([C:31]#[N:32])=[CH:25][CH:26]=4)[NH:21][C:20]=3[C:19]([CH3:34])([CH3:33])[C:18]=2[CH:35]=1. Given the reactants C1COCC1.CC1(C)[O:11][CH:10]([CH2:12][O:13][C:14]2[CH:15]=[CH:16][C:17]3[C:29](=[O:30])[C:28]4[C:27]5[C:22](=[CH:23][C:24]([C:31]#[N:32])=[CH:25][CH:26]=5)[NH:21][C:20]=4[C:19]([CH3:34])([CH3:33])[C:18]=3[CH:35]=2)[CH2:9][O:8]1.C12(CS(O)(=O)=O)C(C)(C)C(CC1)CC2=O, predict the reaction product.